From a dataset of Catalyst prediction with 721,799 reactions and 888 catalyst types from USPTO. Predict which catalyst facilitates the given reaction. (1) Reactant: [CH3:1][CH2:2][N:3]([CH2:6][CH2:7][NH:8][C:9]([C:11]1[C:12]([CH3:29])=[C:13](/[CH:17]=[C:18]2/[C:19]3[CH:20]=[C:21]([F:28])[CH:22]=[CH:23][C:24]=3[NH:25][C:26]/2=[O:27])[NH:14][C:15]=1[CH3:16])=[O:10])[CH2:4][CH3:5].Cl.[OH-].[Na+]. Product: [CH3:1][CH2:2][N:3]([CH2:6][CH2:7][NH:8][C:9]([C:11]1[C:12]([CH3:29])=[C:13](/[CH:17]=[C:18]2/[C:19]3[CH:20]=[C:21]([F:28])[CH:22]=[CH:23][C:24]=3[NH:25][C:26]/2=[O:27])[NH:14][C:15]=1[CH3:16])=[O:10])[CH2:4][CH3:5]. The catalyst class is: 6. (2) Reactant: [C:1]([C:4]1[CH:9]=[CH:8][C:7]([CH2:10][C:11]([O:13]CC)=[O:12])=[C:6]([NH:16][C:17]([O:19][CH2:20][CH:21]=[CH2:22])=[O:18])[CH:5]=1)(=[O:3])[CH3:2].[OH-].[Na+].Cl. Product: [C:1]([C:4]1[CH:9]=[CH:8][C:7]([CH2:10][C:11]([OH:13])=[O:12])=[C:6]([NH:16][C:17]([O:19][CH2:20][CH:21]=[CH2:22])=[O:18])[CH:5]=1)(=[O:3])[CH3:2]. The catalyst class is: 8. (3) Reactant: [N:1]1[CH:6]=[CH:5][CH:4]=[CH:3][C:2]=1[CH:7]1[CH2:11][CH2:10][CH2:9][N:8]1[C:12]1[N:13]=[C:14]([NH:21][C:22]2[CH:26]=[C:25]([C:27](O)=[O:28])[NH:24][N:23]=2)[C:15]2[O:20][CH:19]=[CH:18][C:16]=2[N:17]=1.CN(C(ON1N=[N:45][C:40]2[CH:41]=[CH:42][CH:43]=NC1=2)=[N+](C)C)C.F[P-](F)(F)(F)(F)F.CCN(C(C)C)C(C)C.C1(N)CCC1. Product: [CH:40]1([NH:45][C:27]([C:25]2[NH:24][N:23]=[C:22]([NH:21][C:14]3[C:15]4[O:20][CH:19]=[CH:18][C:16]=4[N:17]=[C:12]([N:8]4[CH2:9][CH2:10][CH2:11][CH:7]4[C:2]4[CH:3]=[CH:4][CH:5]=[CH:6][N:1]=4)[N:13]=3)[CH:26]=2)=[O:28])[CH2:41][CH2:42][CH2:43]1. The catalyst class is: 3. (4) Reactant: [C:1]([O:5][C@@H:6]([C:12]1[C:13]([CH3:34])=[N:14][C:15]([CH3:33])=[C:16]([C:26]2[CH:31]=[CH:30][C:29]([OH:32])=[CH:28][CH:27]=2)[C:17]=1[N:18]1[CH2:23][CH2:22][C:21]([CH3:25])([CH3:24])[CH2:20][CH2:19]1)[C:7]([O:9][CH2:10][CH3:11])=[O:8])([CH3:4])([CH3:3])[CH3:2].[CH3:35][C:36]([CH3:41])([CH3:40])[CH2:37][CH2:38]O.C1C=CC(P(C2C=CC=CC=2)C2C=CC=CC=2)=CC=1.CCOC(/N=N/C(OCC)=O)=O. Product: [C:1]([O:5][C@@H:6]([C:12]1[C:13]([CH3:34])=[N:14][C:15]([CH3:33])=[C:16]([C:26]2[CH:27]=[CH:28][C:29]([O:32][CH2:38][CH2:37][C:36]([CH3:41])([CH3:40])[CH3:35])=[CH:30][CH:31]=2)[C:17]=1[N:18]1[CH2:19][CH2:20][C:21]([CH3:24])([CH3:25])[CH2:22][CH2:23]1)[C:7]([O:9][CH2:10][CH3:11])=[O:8])([CH3:2])([CH3:3])[CH3:4]. The catalyst class is: 1. (5) Reactant: [NH2:1][CH2:2][CH2:3][CH2:4][CH2:5][C:6]([O:8]C)=[O:7].CCN(CC)CC.[C:17]1([S:23](Cl)(=[O:25])=[O:24])[CH:22]=[CH:21][CH:20]=[CH:19][CH:18]=1.[NH4+].[Cl-].[Li+].[OH-].Cl. Product: [C:17]1([S:23]([NH:1][CH2:2][CH2:3][CH2:4][CH2:5][C:6]([OH:8])=[O:7])(=[O:25])=[O:24])[CH:22]=[CH:21][CH:20]=[CH:19][CH:18]=1. The catalyst class is: 569. (6) Reactant: [CH3:1][C:2]([NH:5][C:6](=[O:26])[O:7][CH2:8][C@H:9]1[CH2:13][C@@H:12]([NH:14][S:15]([C:18]2[CH:23]=[C:22]([Br:24])[CH:21]=[CH:20][C:19]=2[Br:25])(=[O:17])=[O:16])[CH2:11][NH:10]1)([CH3:4])[CH3:3].C[CH2:28][N:29](C(C)C)C(C)C.BrC#N.C(O)C(N)(CO)CO. Product: [CH3:4][C:2]([NH:5][C:6](=[O:26])[O:7][CH2:8][C@H:9]1[CH2:13][C@@H:12]([NH:14][S:15]([C:18]2[CH:23]=[C:22]([Br:24])[CH:21]=[CH:20][C:19]=2[Br:25])(=[O:16])=[O:17])[CH2:11][N:10]1[C:28]#[N:29])([CH3:1])[CH3:3]. The catalyst class is: 2. (7) Product: [CH2:34]([N:41]1[CH2:42][CH2:43][CH:33]([C:32]2[NH:21][C:22](=[O:31])[C:23]3[C:24]([CH:30]=2)=[C:25]([CH3:29])[CH:26]=[CH:27][CH:28]=3)[CH2:45]1)[C:35]1[CH:40]=[CH:39][CH:38]=[CH:37][CH:36]=1. The catalyst class is: 7. Reactant: C(NC(C)C)(C)C.CCCCCC.C([Li])CCC.C([N:21]([CH2:32][CH3:33])[C:22](=[O:31])[C:23]1[CH:28]=[CH:27][CH:26]=[C:25]([CH3:29])[C:24]=1[CH3:30])C.[CH2:34]([N:41]1[CH2:45]C[CH:43](C#N)[CH2:42]1)[C:35]1[CH:40]=[CH:39][CH:38]=[CH:37][CH:36]=1. (8) Reactant: CO[CH:3](OC)[CH2:4][N:5]([CH2:16][C:17]1[S:18][CH:19]=[CH:20][CH:21]=1)S(C1C=CC(C)=CC=1)(=O)=O.Cl.[OH-].[Na+]. Product: [S:18]1[C:17]2=[CH:16][N:5]=[CH:4][CH:3]=[C:21]2[CH:20]=[CH:19]1. The catalyst class is: 38. (9) The catalyst class is: 44. Product: [F:26][CH2:25][CH2:24][N:21]1[CH2:22][CH2:23][N:18]([CH2:17][CH2:16][CH2:15][O:14][C:8]2[CH:7]=[C:6]3[C:11]([C:2]([O:33][C:34]4[CH:35]=[C:36]5[C:40](=[CH:41][CH:42]=4)[NH:39][C:38]([CH3:43])=[CH:37]5)=[N:3][CH:4]=[N:5]3)=[CH:10][C:9]=2[O:12][CH3:13])[CH2:19][CH2:20]1. Reactant: Cl[C:2]1[C:11]2[C:6](=[CH:7][C:8]([O:14][CH2:15][CH2:16][CH2:17][N:18]3[CH2:23][CH2:22][N:21]([CH2:24][CH2:25][F:26])[CH2:20][CH2:19]3)=[C:9]([O:12][CH3:13])[CH:10]=2)[N:5]=[CH:4][N:3]=1.C(=O)([O-])[O-].[K+].[K+].[OH:33][C:34]1[CH:35]=[C:36]2[C:40](=[CH:41][CH:42]=1)[NH:39][C:38]([CH3:43])=[CH:37]2. (10) Product: [CH3:19][C:10]([C:7]1[CH:8]=[CH:9][C:4]([N+:1]([O-:3])=[O:2])=[CH:5][CH:6]=1)([C:15]([O:17][CH3:18])=[O:16])[C:11]([O:13][CH3:14])=[O:12]. Reactant: [N+:1]([C:4]1[CH:9]=[CH:8][C:7]([CH:10]([C:15]([O:17][CH3:18])=[O:16])[C:11]([O:13][CH3:14])=[O:12])=[CH:6][CH:5]=1)([O-:3])=[O:2].[C:19]([O-])([O-])=O.[K+].[K+].CI. The catalyst class is: 3.